From a dataset of HIV replication inhibition screening data with 41,000+ compounds from the AIDS Antiviral Screen. Binary Classification. Given a drug SMILES string, predict its activity (active/inactive) in a high-throughput screening assay against a specified biological target. (1) The compound is CC(C)(Oc1ccc(C(=O)c2ccc(Cl)cc2)cc1Cl)C(=O)Nc1c(Cl)cccc1Cl. The result is 0 (inactive). (2) The drug is C=C(C)C#CC(O)(C(=O)OC1CCN(C)CC1)C1CCCC1. The result is 0 (inactive). (3) The molecule is CCN(CC)C(=S)SS(=O)(=O)c1ccc(F)cc1. The result is 0 (inactive). (4) The compound is CC(=NNC(N)=S)c1ccc(C(C)=NNC(N)=S)cc1. The result is 0 (inactive). (5) The compound is COC(=O)C=c1sc2n(c1=O)CCCCN=2. The result is 0 (inactive). (6) The drug is O=[N+]([O-])c1cc([N+](=O)[O-])c(C=Cc2ccc(Cl)c(Cl)c2)cc1C=Cc1ccc(Cl)c(Cl)c1. The result is 0 (inactive). (7) The molecule is CC(C)=CC1CC(C)C2CCC(C)C3C(=O)C(O)=C(C)C(=O)C123. The result is 0 (inactive). (8) The compound is Cn1cc(NC(=O)Nc2cc(C(=O)Nc3cc(C(=O)Nc4cc(P(=O)(O)O)c5cccc(P(=O)(O)O)c5c4)n(C)c3)n(C)c2)cc1C(=O)Nc1cc(C(=O)Nc2cc(P(=O)(O)O)c3cccc(P(=O)(O)O)c3c2)n(C)c1.[NaH]. The result is 1 (active). (9) The drug is c1cc2c(cc1NC1=NCCO1)OCO2. The result is 0 (inactive). (10) The molecule is CCCNC(=S)NC=C1C(=O)C=C(C)OC1=O. The result is 0 (inactive).